From a dataset of Peptide-MHC class I binding affinity with 185,985 pairs from IEDB/IMGT. Regression. Given a peptide amino acid sequence and an MHC pseudo amino acid sequence, predict their binding affinity value. This is MHC class I binding data. The peptide sequence is AGVNVGEQY. The MHC is HLA-A02:01 with pseudo-sequence HLA-A02:01. The binding affinity (normalized) is 0.